From a dataset of Catalyst prediction with 721,799 reactions and 888 catalyst types from USPTO. Predict which catalyst facilitates the given reaction. (1) Reactant: [Br:1][C:2]1[N:7]=[C:6]([C@@:8]([NH:18][S@@](C(C)(C)C)=O)([CH2:11][C@H:12]([OH:17])[C:13]([F:16])([F:15])[F:14])[CH2:9][F:10])[C:5]([F:25])=[CH:4][CH:3]=1.Cl.C([O-])(O)=O.[Na+]. Product: [NH2:18][C@@:8]([C:6]1[C:5]([F:25])=[CH:4][CH:3]=[C:2]([Br:1])[N:7]=1)([CH2:9][F:10])[CH2:11][C@H:12]([OH:17])[C:13]([F:15])([F:14])[F:16]. The catalyst class is: 12. (2) Reactant: Cl[C:2]1[C:7]([CH:8]([CH3:15])[CH2:9]OS(C)(=O)=O)=[C:6]([Cl:16])[N:5]=[CH:4][N:3]=1.[CH3:17][O:18][C:19]1[CH:26]=[CH:25][C:22]([CH2:23][NH2:24])=[CH:21][CH:20]=1. Product: [Cl:16][C:6]1[C:7]2[CH:8]([CH3:15])[CH2:9][N:24]([CH2:23][C:22]3[CH:25]=[CH:26][C:19]([O:18][CH3:17])=[CH:20][CH:21]=3)[C:2]=2[N:3]=[CH:4][N:5]=1. The catalyst class is: 2. (3) Reactant: [Br:1][C:2]1[CH:3]=[C:4]([O:10][C:11]2[C:12]([CH3:17])=[N:13][CH:14]=[CH:15][CH:16]=2)[C:5]([C:8]#[N:9])=[N:6][CH:7]=1.S(=O)(=O)(O)[OH:19].[OH-].[Na+]. Product: [Br:1][C:2]1[CH:3]=[C:4]([O:10][C:11]2[C:12]([CH3:17])=[N:13][CH:14]=[CH:15][CH:16]=2)[C:5]([C:8]([NH2:9])=[O:19])=[N:6][CH:7]=1. The catalyst class is: 6. (4) Reactant: C1(P([N:15]=[N+]=[N-])(C2C=CC=CC=2)=[O:8])C=CC=CC=1.[C:18]([C:22]1[CH:23]=[C:24]([C:28]2(C(O)=O)[CH2:33][CH2:32][CH2:31][C:30](=[CH2:34])[CH2:29]2)[CH:25]=[CH:26][CH:27]=1)([CH3:21])([CH3:20])[CH3:19].C([N:40](CC)CC)C.CO. Product: [OH-:8].[NH4+:15].[C:18]([C:22]1[CH:23]=[C:24]([C:28]2([NH2:40])[CH2:33][CH2:32][CH2:31][C:30](=[CH2:34])[CH2:29]2)[CH:25]=[CH:26][CH:27]=1)([CH3:21])([CH3:20])[CH3:19]. The catalyst class is: 11.